From a dataset of Full USPTO retrosynthesis dataset with 1.9M reactions from patents (1976-2016). Predict the reactants needed to synthesize the given product. (1) The reactants are: [CH2:1]([O:8][C:9]1[CH:14]=[C:13]([NH:15][C:16]2[N:21]=[C:20]([N:22]3[CH2:27][C@@H:26]([NH:28][C:29]([O:31][C:32]([CH3:35])([CH3:34])[CH3:33])=[O:30])[CH2:25][C@@H:24]([NH:36][C:37]([O:39][C:40]([CH3:43])([CH3:42])[CH3:41])=[O:38])[CH2:23]3)[N:19]=[C:18]([N:44]3[CH2:49][C@@H:48]([NH:50][C:51]([O:53][C:54]([CH3:57])([CH3:56])[CH3:55])=[O:52])[CH2:47][C@@H:46]([NH:58][C:59]([O:61][C:62]([CH3:65])([CH3:64])[CH3:63])=[O:60])[CH2:45]3)[N:17]=2)[CH:12]=[CH:11][C:10]=1[NH2:66])[C:2]1[CH:7]=[CH:6][CH:5]=[CH:4][CH:3]=1.[Cl:67][C:68]1[CH:79]=[CH:78][C:71]2[C:72](=O)[O:73]C(=O)[O:75][C:70]=2[CH:69]=1. Given the product [CH2:1]([O:8][C:9]1[CH:14]=[C:13]([NH:15][C:16]2[N:21]=[C:20]([N:22]3[CH2:27][C@@H:26]([NH:28][C:29]([O:31][C:32]([CH3:33])([CH3:34])[CH3:35])=[O:30])[CH2:25][C@@H:24]([NH:36][C:37]([O:39][C:40]([CH3:43])([CH3:42])[CH3:41])=[O:38])[CH2:23]3)[N:19]=[C:18]([N:44]3[CH2:45][C@@H:46]([NH:58][C:59]([O:61][C:62]([CH3:65])([CH3:64])[CH3:63])=[O:60])[CH2:47][C@@H:48]([NH:50][C:51]([O:53][C:54]([CH3:57])([CH3:56])[CH3:55])=[O:52])[CH2:49]3)[N:17]=2)[CH:12]=[CH:11][C:10]=1[NH:66][C:72](=[O:73])[C:71]1[CH:78]=[CH:79][C:68]([Cl:67])=[CH:69][C:70]=1[OH:75])[C:2]1[CH:3]=[CH:4][CH:5]=[CH:6][CH:7]=1, predict the reactants needed to synthesize it. (2) Given the product [Br:38][C:39]1[C:40]([NH:46][C:14]([CH:9]2[CH2:10][O:11][CH2:12][CH2:13][N:8]2[C:6]([O:5][C:1]([CH3:2])([CH3:3])[CH3:4])=[O:7])=[O:16])=[N:41][CH:42]=[C:43]([Br:45])[N:44]=1, predict the reactants needed to synthesize it. The reactants are: [C:1]([O:5][C:6]([N:8]1[CH2:13][CH2:12][O:11][CH2:10][CH:9]1[C:14]([OH:16])=O)=[O:7])([CH3:4])([CH3:3])[CH3:2].C(N1C=CN=C1)(N1C=CN=C1)=O.C(N(CC)C(C)C)(C)C.[Br:38][C:39]1[C:40]([NH2:46])=[N:41][CH:42]=[C:43]([Br:45])[N:44]=1. (3) Given the product [Cl:6][C:7]1[CH:12]=[CH:11][C:10]([N:13]2[C:14](=[O:15])[C:16]3[CH:17]=[C:18]([C:23]4[CH:28]=[CH:27][C:26]([F:29])=[CH:25][C:24]=4[F:30])[CH:19]=[CH:20][C:5]=3[O:4][C:2]2=[O:3])=[C:9]([F:31])[CH:8]=1, predict the reactants needed to synthesize it. The reactants are: Cl[C:2]([O:4][CH3:5])=[O:3].[Cl:6][C:7]1[CH:12]=[CH:11][C:10]([NH:13][C:14]([C:16]2[CH:17]=[C:18]([C:23]3[CH:28]=[CH:27][C:26]([F:29])=[CH:25][C:24]=3[F:30])[CH:19]=[CH:20]C=2O)=[O:15])=[C:9]([F:31])[CH:8]=1.Cl. (4) Given the product [C:9]([C:6]1[CH:5]=[CH:4][C:3]([C:1]([N:30]2[CH2:35][CH2:34][O:33][CH2:32][CH2:31]2)=[O:24])=[CH:8][CH:7]=1)#[CH:17], predict the reactants needed to synthesize it. The reactants are: [C:1]([C:3]1[CH:8]=[CH:7][C:6]([C:9]2[CH:17]=CC=CC=2C(O)=O)=[CH:5][CH:4]=1)#C.C1N=CN(C(N2C=NC=C2)=[O:24])C=1.[NH:30]1[CH2:35][CH2:34][O:33][CH2:32][CH2:31]1. (5) Given the product [CH3:22][O:21][C:3]1[CH:4]=[C:5]([N:8]2[CH2:9][CH2:10][NH:11][CH2:12][CH2:13]2)[CH:6]=[CH:7][C:2]=1[NH:1][C:30]1[N:31]=[CH:32][C:33]2[C:24]([CH3:23])=[CH:25][C:26](=[O:48])[N:27]([C:37]3[CH:38]=[C:39]([NH:43][C:44](=[O:47])[CH:45]=[CH2:46])[CH:40]=[CH:41][CH:42]=3)[C:28]=2[N:29]=1, predict the reactants needed to synthesize it. The reactants are: [NH2:1][C:2]1[CH:7]=[CH:6][C:5]([N:8]2[CH2:13][CH2:12][N:11](C(OC(C)(C)C)=O)[CH2:10][CH2:9]2)=[CH:4][C:3]=1[O:21][CH3:22].[CH3:23][C:24]1[C:33]2[CH:32]=[N:31][C:30](S(C)=O)=[N:29][C:28]=2[N:27]([C:37]2[CH:38]=[C:39]([NH:43][C:44](=[O:47])[CH:45]=[CH2:46])[CH:40]=[CH:41][CH:42]=2)[C:26](=[O:48])[CH:25]=1.CCN(C(C)C)C(C)C.O1CCOCC1. (6) Given the product [Si:1]([O:8][C@@H:9]1[C:13]2([CH2:14][CH2:15]2)[C:12](=[O:16])[N:11]([C:20]2[CH:27]=[CH:26][C:23]([C:24]#[N:25])=[C:22]([C:28]([F:29])([F:31])[F:30])[CH:21]=2)[C@H:10]1[CH2:17][CH3:18])([C:4]([CH3:7])([CH3:6])[CH3:5])([CH3:2])[CH3:3], predict the reactants needed to synthesize it. The reactants are: [Si:1]([O:8][CH:9]1[C:13]2([CH2:15][CH2:14]2)[C:12](=[O:16])[NH:11][C@H:10]1[CH2:17][CH3:18])([C:4]([CH3:7])([CH3:6])[CH3:5])([CH3:3])[CH3:2].I[C:20]1[CH:27]=[CH:26][C:23]([C:24]#[N:25])=[C:22]([C:28]([F:31])([F:30])[F:29])[CH:21]=1.C(=O)([O-])[O-].[Cs+].[Cs+].C1(P(C2C=CC=CC=2)C2C3OC4C(=CC=CC=4P(C4C=CC=CC=4)C4C=CC=CC=4)C(C)(C)C=3C=CC=2)C=CC=CC=1. (7) Given the product [CH3:23][N:3]1[C:2](=[O:1])[C:10]2[C:5](=[CH:6][CH:7]=[C:8]([C:11]#[N:12])[CH:9]=2)[C:4]21[CH2:17][CH2:16][CH2:15][N:14]1[CH:18]=[N:19][CH:20]=[C:13]21, predict the reactants needed to synthesize it. The reactants are: [O:1]=[C:2]1[C:10]2[C:5](=[CH:6][CH:7]=[C:8]([C:11]#[N:12])[CH:9]=2)[C:4]2([CH2:17][CH2:16][CH2:15][N:14]3[CH:18]=[N:19][CH:20]=[C:13]23)[NH:3]1.[H-].[Na+].[CH3:23]I. (8) Given the product [Cl:1][C:2]1[C:3]([N:12]2[CH2:17][CH2:16][N:15]([CH2:18][C:19]3[N:20]=[C:21]([CH3:24])[S:22][CH:23]=3)[CH2:14][CH2:13]2)=[C:4]2[N:9]=[C:48]([C:45]3[CH:44]=[CH:43][C:42]([CH2:41][N:38]4[CH2:37][CH2:36][N:35]([C:33]([O:32][C:28]([CH3:29])([CH3:31])[CH3:30])=[O:34])[CH2:40][CH2:39]4)=[CH:47][CH:46]=3)[NH:8][C:5]2=[N:6][CH:7]=1, predict the reactants needed to synthesize it. The reactants are: [Cl:1][C:2]1[C:3]([N:12]2[CH2:17][CH2:16][N:15]([CH2:18][C:19]3[N:20]=[C:21]([CH3:24])[S:22][CH:23]=3)[CH2:14][CH2:13]2)=[C:4]([N+:9]([O-])=O)[C:5]([NH2:8])=[N:6][CH:7]=1.CCO.[C:28]([O:32][C:33]([N:35]1[CH2:40][CH2:39][N:38]([CH2:41][C:42]2[CH:47]=[CH:46][C:45]([CH:48]=O)=[CH:44][CH:43]=2)[CH2:37][CH2:36]1)=[O:34])([CH3:31])([CH3:30])[CH3:29].[O-]S(S([O-])=O)=O.[Na+].[Na+]. (9) The reactants are: [CH3:1][O:2][C:3]([C:5]1[CH:10]=[N:9][C:8]([OH:11])=[CH:7][N:6]=1)=[O:4].C(=O)([O-])[O-].[K+].[K+].Cl[C:19]([F:24])([F:23])C([O-])=O.[Na+]. Given the product [CH3:1][O:2][C:3]([C:5]1[CH:10]=[N:9][C:8]([O:11][CH:19]([F:24])[F:23])=[CH:7][N:6]=1)=[O:4], predict the reactants needed to synthesize it.